Dataset: NCI-60 drug combinations with 297,098 pairs across 59 cell lines. Task: Regression. Given two drug SMILES strings and cell line genomic features, predict the synergy score measuring deviation from expected non-interaction effect. (1) Drug 1: CC(CN1CC(=O)NC(=O)C1)N2CC(=O)NC(=O)C2. Drug 2: CC1C(C(CC(O1)OC2CC(CC3=C2C(=C4C(=C3O)C(=O)C5=C(C4=O)C(=CC=C5)OC)O)(C(=O)CO)O)N)O.Cl. Cell line: UACC62. Synergy scores: CSS=47.5, Synergy_ZIP=-3.77, Synergy_Bliss=-4.01, Synergy_Loewe=-1.03, Synergy_HSA=-0.959. (2) Drug 1: CC1=C(C=C(C=C1)NC2=NC=CC(=N2)N(C)C3=CC4=NN(C(=C4C=C3)C)C)S(=O)(=O)N.Cl. Drug 2: CC1=C(C(CCC1)(C)C)C=CC(=CC=CC(=CC(=O)O)C)C. Cell line: A498. Synergy scores: CSS=1.45, Synergy_ZIP=0.687, Synergy_Bliss=0.180, Synergy_Loewe=-2.13, Synergy_HSA=-3.14. (3) Drug 1: COC1=C(C=C2C(=C1)N=CN=C2NC3=CC(=C(C=C3)F)Cl)OCCCN4CCOCC4. Drug 2: CC12CCC3C(C1CCC2O)C(CC4=C3C=CC(=C4)O)CCCCCCCCCS(=O)CCCC(C(F)(F)F)(F)F. Cell line: NCI-H322M. Synergy scores: CSS=38.0, Synergy_ZIP=1.59, Synergy_Bliss=-0.160, Synergy_Loewe=-6.26, Synergy_HSA=0.109. (4) Drug 1: CCCS(=O)(=O)NC1=C(C(=C(C=C1)F)C(=O)C2=CNC3=C2C=C(C=N3)C4=CC=C(C=C4)Cl)F. Drug 2: COC1=NC(=NC2=C1N=CN2C3C(C(C(O3)CO)O)O)N. Cell line: U251. Synergy scores: CSS=-1.65, Synergy_ZIP=-0.0408, Synergy_Bliss=-2.17, Synergy_Loewe=-7.45, Synergy_HSA=-4.20. (5) Drug 1: C1=NC2=C(N1)C(=S)N=CN2. Drug 2: CC1C(C(CC(O1)OC2CC(CC3=C2C(=C4C(=C3O)C(=O)C5=CC=CC=C5C4=O)O)(C(=O)C)O)N)O. Cell line: SF-295. Synergy scores: CSS=43.6, Synergy_ZIP=-4.65, Synergy_Bliss=-2.32, Synergy_Loewe=-6.37, Synergy_HSA=0.495. (6) Cell line: ACHN. Drug 2: C1CN(CCN1C(=O)CCBr)C(=O)CCBr. Drug 1: CC1C(C(CC(O1)OC2CC(CC3=C2C(=C4C(=C3O)C(=O)C5=C(C4=O)C(=CC=C5)OC)O)(C(=O)CO)O)N)O.Cl. Synergy scores: CSS=56.4, Synergy_ZIP=-1.29, Synergy_Bliss=0.0623, Synergy_Loewe=0.945, Synergy_HSA=1.42. (7) Drug 1: CC1C(C(CC(O1)OC2CC(OC(C2O)C)OC3=CC4=CC5=C(C(=O)C(C(C5)C(C(=O)C(C(C)O)O)OC)OC6CC(C(C(O6)C)O)OC7CC(C(C(O7)C)O)OC8CC(C(C(O8)C)O)(C)O)C(=C4C(=C3C)O)O)O)O. Drug 2: COCCOC1=C(C=C2C(=C1)C(=NC=N2)NC3=CC=CC(=C3)C#C)OCCOC.Cl. Cell line: ACHN. Synergy scores: CSS=43.4, Synergy_ZIP=1.29, Synergy_Bliss=2.03, Synergy_Loewe=1.30, Synergy_HSA=3.28.